Dataset: Forward reaction prediction with 1.9M reactions from USPTO patents (1976-2016). Task: Predict the product of the given reaction. (1) Given the reactants [CH3:1][C:2]1([CH3:12])[C:10]2[C:5](=[CH:6][CH:7]=[CH:8][CH:9]=2)[NH:4][C:3]1=[O:11].C([O-])(=O)C.[Na+].[Br:18]Br.C(=O)([O-])[O-].[Na+].[Na+], predict the reaction product. The product is: [Br:18][C:8]1[CH:9]=[C:10]2[C:5](=[CH:6][CH:7]=1)[NH:4][C:3](=[O:11])[C:2]2([CH3:12])[CH3:1]. (2) Given the reactants [CH3:1][O:2][C:3](=[O:23])[C:4]([O:7][C:8]1[CH:13]=[CH:12][C:11]([O:14]CC2C=CC=CC=2)=[CH:10][C:9]=1[CH3:22])([CH3:6])[CH3:5].[H][H].C(OCC)(=O)C, predict the reaction product. The product is: [CH3:1][O:2][C:3](=[O:23])[C:4]([O:7][C:8]1[CH:13]=[CH:12][C:11]([OH:14])=[CH:10][C:9]=1[CH3:22])([CH3:6])[CH3:5]. (3) Given the reactants [C:1]([O:5][C:6]([N:8]1[CH2:12][CH2:11][CH:10]([CH2:13][NH:14][CH2:15][C:16]2[CH:21]=[CH:20][CH:19]=[C:18]([C:22]3[CH:27]=[CH:26][N:25]=[C:24]([Cl:28])[N:23]=3)[CH:17]=2)[CH2:9]1)=[O:7])([CH3:4])([CH3:3])[CH3:2].[C:29](Cl)(=[O:31])[CH3:30], predict the reaction product. The product is: [C:1]([O:5][C:6]([N:8]1[CH2:12][CH2:11][CH:10]([CH2:13][N:14]([C:29](=[O:31])[CH3:30])[CH2:15][C:16]2[CH:21]=[CH:20][CH:19]=[C:18]([C:22]3[CH:27]=[CH:26][N:25]=[C:24]([Cl:28])[N:23]=3)[CH:17]=2)[CH2:9]1)=[O:7])([CH3:4])([CH3:2])[CH3:3]. (4) The product is: [O:4]1[CH2:5][CH:6]([C:8]2[C:16]3[S:15][C:14]([NH:17][C:27](=[O:28])[CH2:26][CH:23]4[CH2:24][CH2:25][O:20][CH2:21][CH2:22]4)=[N:13][C:12]=3[C:11]([O:18][CH3:19])=[CH:10][CH:9]=2)[CH2:7][O:1][CH2:2][CH2:3]1. Given the reactants [O:1]1[CH2:7][CH:6]([C:8]2[C:16]3[S:15][C:14]([NH2:17])=[N:13][C:12]=3[C:11]([O:18][CH3:19])=[CH:10][CH:9]=2)[CH2:5][O:4][CH2:3][CH2:2]1.[O:20]1[CH2:25][CH2:24][CH:23]([CH2:26][C:27](O)=[O:28])[CH2:22][CH2:21]1, predict the reaction product. (5) Given the reactants [ClH:1].C(OCC)(=O)C.[CH3:8][O:9][C:10]1[CH:11]=[C:12]([CH2:16][CH2:17][O:18][C:19]2[N:24]=[C:23]([C:25]3[CH:26]=[C:27]([CH:41]=[CH:42][CH:43]=3)[C:28]([NH:30][CH2:31][CH2:32][NH:33]C(=O)OC(C)(C)C)=[O:29])[CH:22]=[CH:21][CH:20]=2)[CH:13]=[CH:14][CH:15]=1, predict the reaction product. The product is: [ClH:1].[NH2:33][CH2:32][CH2:31][NH:30][C:28](=[O:29])[C:27]1[CH:41]=[CH:42][CH:43]=[C:25]([C:23]2[CH:22]=[CH:21][CH:20]=[C:19]([O:18][CH2:17][CH2:16][C:12]3[CH:13]=[CH:14][CH:15]=[C:10]([O:9][CH3:8])[CH:11]=3)[N:24]=2)[CH:26]=1. (6) Given the reactants [NH2:1][C:2]1[CH:3]=[C:4]([CH:26]=[CH:27][CH:28]=1)[CH2:5][NH:6][C:7]([C@H:9]1[CH2:14][CH2:13][C@@H:12]([NH:15][C:16]2[N:21]=[C:20]([N:22]([CH3:24])[CH3:23])[C:19]([CH3:25])=[CH:18][N:17]=2)[CH2:11][CH2:10]1)=[O:8].[C:29](Cl)(=[O:32])[CH2:30][CH3:31], predict the reaction product. The product is: [CH3:24][N:22]([CH3:23])[C:20]1[C:19]([CH3:25])=[CH:18][N:17]=[C:16]([NH:15][C@@H:12]2[CH2:13][CH2:14][C@H:9]([C:7]([NH:6][CH2:5][C:4]3[CH:26]=[CH:27][CH:28]=[C:2]([NH:1][C:29](=[O:32])[CH2:30][CH3:31])[CH:3]=3)=[O:8])[CH2:10][CH2:11]2)[N:21]=1.